Predict the product of the given reaction. From a dataset of Forward reaction prediction with 1.9M reactions from USPTO patents (1976-2016). (1) Given the reactants C([N:8]1[CH2:11][CH:10]([N:12]([CH3:18])[C:13]2[S:14][CH:15]=[CH:16][N:17]=2)[CH2:9]1)(OC(C)(C)C)=O.C(O)(C(F)(F)F)=O, predict the reaction product. The product is: [CH3:18][N:12]([C:13]1[S:14][CH:15]=[CH:16][N:17]=1)[CH:10]1[CH2:9][NH:8][CH2:11]1. (2) Given the reactants Br[C:2]1[CH:3]=[C:4]([N:12]2[CH2:17][CH2:16][N:15]([C:18]([O:20][C:21]([CH3:24])([CH3:23])[CH3:22])=[O:19])[CH2:14][CH2:13]2)[CH:5]=[C:6]([C:8]([F:11])([F:10])[F:9])[CH:7]=1.C([Li])(C)(C)C.[Br:30][CH2:31][Si:32]([CH3:35])([CH3:34])Cl.O, predict the reaction product. The product is: [C:21]([O:20][C:18]([N:15]1[CH2:14][CH2:13][N:12]([C:4]2[CH:5]=[C:6]([C:8]([F:10])([F:9])[F:11])[CH:7]=[C:2]([Si:32]([CH2:31][Br:30])([CH3:35])[CH3:34])[CH:3]=2)[CH2:17][CH2:16]1)=[O:19])([CH3:24])([CH3:23])[CH3:22]. (3) Given the reactants [S:1]1[CH:5]=[CH:4][N:3]2[CH:6]=[C:7]([C:9]3[CH:17]=[CH:16][CH:15]=[CH:14][C:10]=3[C:11]([OH:13])=O)[N:8]=[C:2]12.[NH2:18][C:19]1[CH:28]=[CH:27][C:26]2[C:21](=[CH:22][CH:23]=[C:24]([C:29]([O:31][CH2:32][C:33]3[CH:38]=[CH:37][CH:36]=[CH:35][CH:34]=3)=[O:30])[CH:25]=2)[N:20]=1.CCN=C=NCCCN(C)C.Cl, predict the reaction product. The product is: [NH2:18][C:19]1[CH:28]=[CH:27][C:26]2[C:21](=[CH:22][CH:23]=[C:24]([C:29]([O:31][CH2:32][C:33]3[CH:34]=[CH:35][CH:36]=[CH:37][CH:38]=3)=[O:30])[CH:25]=2)[N:20]=1.[S:1]1[CH:5]=[CH:4][N:3]2[CH:6]=[C:7]([C:9]3[CH:17]=[CH:16][CH:15]=[CH:14][C:10]=3[C:11]([NH:18][C:19]3[CH:28]=[CH:27][C:26]4[C:21](=[CH:22][CH:23]=[C:24]([C:29]([O:31][CH2:32][C:33]5[CH:34]=[CH:35][CH:36]=[CH:37][CH:38]=5)=[O:30])[CH:25]=4)[N:20]=3)=[O:13])[N:8]=[C:2]12. (4) Given the reactants Br[C:2]1[CH:7]=[CH:6][C:5]([O:8][C@H:9]2[CH2:14][CH2:13][C@H:12]([C:15]([CH3:18])([CH3:17])[CH3:16])[CH2:11][CH2:10]2)=[CH:4][CH:3]=1.[CH:19]([C:21]1[CH:26]=[CH:25][C:24](B(O)O)=[CH:23][CH:22]=1)=[O:20].C([O-])([O-])=O.[K+].[K+].C(Cl)Cl, predict the reaction product. The product is: [C:15]([C@H:12]1[CH2:13][CH2:14][C@H:9]([O:8][C:5]2[CH:6]=[CH:7][C:2]([C:24]3[CH:25]=[CH:26][C:21]([CH:19]=[O:20])=[CH:22][CH:23]=3)=[CH:3][CH:4]=2)[CH2:10][CH2:11]1)([CH3:18])([CH3:17])[CH3:16]. (5) Given the reactants [Br:1][C:2]1[CH:3]=[C:4]([C:19]2[N:23]=[C:22]([C:24](OCC)=[O:25])[O:21][N:20]=2)[CH:5]=[C:6]([Br:18])[C:7]=1[O:8][CH2:9][C:10]1[CH:15]=[CH:14][C:13]([O:16][CH3:17])=[CH:12][CH:11]=1.[F:29][C:30]([F:40])([F:39])[C:31]1[CH:32]=[C:33]([CH:36]=[CH:37][CH:38]=1)[CH2:34][NH2:35], predict the reaction product. The product is: [Br:18][C:6]1[CH:5]=[C:4]([C:19]2[N:23]=[C:22]([C:24]([NH:35][CH2:34][C:33]3[CH:36]=[CH:37][CH:38]=[C:31]([C:30]([F:29])([F:39])[F:40])[CH:32]=3)=[O:25])[O:21][N:20]=2)[CH:3]=[C:2]([Br:1])[C:7]=1[O:8][CH2:9][C:10]1[CH:15]=[CH:14][C:13]([O:16][CH3:17])=[CH:12][CH:11]=1. (6) Given the reactants [F:1][C:2]1[CH:7]=[CH:6][C:5]([C:8]2[O:9][C:10]3[CH:20]=[CH:19][C:18]([C:21]4[C:22]([CH3:32])=[CH:23][C:24]([O:30][CH3:31])=[C:25]([CH:29]=4)[C:26](O)=[O:27])=[CH:17][C:11]=3[C:12]=2[C:13](=[O:16])[NH:14][CH3:15])=[CH:4][CH:3]=1.[CH3:33][C:34]1[O:38][CH:37]=[N:36][C:35]=1[C:39]1([NH2:42])[CH2:41][CH2:40]1.C1C=CC2N(O)N=NC=2C=1.CCN=C=NCCCN(C)C.Cl.C(N(C(C)C)CC)(C)C, predict the reaction product. The product is: [F:1][C:2]1[CH:3]=[CH:4][C:5]([C:8]2[O:9][C:10]3[CH:20]=[CH:19][C:18]([C:21]4[CH:29]=[C:25]([C:26](=[O:27])[NH:42][C:39]5([C:35]6[N:36]=[CH:37][O:38][C:34]=6[CH3:33])[CH2:41][CH2:40]5)[C:24]([O:30][CH3:31])=[CH:23][C:22]=4[CH3:32])=[CH:17][C:11]=3[C:12]=2[C:13]([NH:14][CH3:15])=[O:16])=[CH:6][CH:7]=1. (7) Given the reactants [OH:1][C:2]1[C:11]2[CH:10]=[C:9]([O:12][CH3:13])[N:8]=[N:7][C:6]=2[N:5]([CH3:14])[C:4](=[O:15])[C:3]=1[C:16]([NH:18][CH2:19][C:20]([O:22]C(C)(C)C)=[O:21])=[O:17].OC1C2C=C(OC)N=NC=2N(C)C(=O)C=1C(OC)=O.Cl.NCC(OC(C)(C)C)=O, predict the reaction product. The product is: [OH:1][C:2]1[C:11]2[CH:10]=[C:9]([O:12][CH3:13])[N:8]=[N:7][C:6]=2[N:5]([CH3:14])[C:4](=[O:15])[C:3]=1[C:16]([NH:18][CH2:19][C:20]([OH:22])=[O:21])=[O:17]. (8) Given the reactants N#N.[F:3][C:4]1[CH:23]=[CH:22][C:7]2[NH:8][C:9]([C@H:11]([NH2:21])[CH2:12][C:13]3[CH:18]=[CH:17][C:16]([O:19][CH3:20])=[CH:15][CH:14]=3)=[N:10][C:6]=2[CH:5]=1.[C:24](N1C=CN=C1)(N1C=CN=C1)=[O:25].O, predict the reaction product. The product is: [F:3][C:4]1[CH:23]=[CH:22][C:7]2[N:8]3[C:24](=[O:25])[NH:21][C@H:11]([CH2:12][C:13]4[CH:14]=[CH:15][C:16]([O:19][CH3:20])=[CH:17][CH:18]=4)[C:9]3=[N:10][C:6]=2[CH:5]=1.[F:3][C:4]1[CH:23]=[CH:22][C:7]2[N:8]=[C:9]3[C@@H:11]([CH2:12][C:13]4[CH:14]=[CH:15][C:16]([O:19][CH3:20])=[CH:17][CH:18]=4)[NH:21][C:24](=[O:25])[N:10]3[C:6]=2[CH:5]=1. (9) Given the reactants [Li+].[BH4-].[CH3:3][N:4]1[C:8]([C:9]([F:12])([F:11])[F:10])=[C:7]([C:13](OCC)=[O:14])[CH:6]=[N:5]1.Cl.C(=O)([O-])[O-].[Na+].[Na+].C1C([N+]([O-])=O)=CC([N+]([O-])=O)=C(NN)C=1, predict the reaction product. The product is: [CH3:3][N:4]1[C:8]([C:9]([F:10])([F:11])[F:12])=[C:7]([CH2:13][OH:14])[CH:6]=[N:5]1.